Dataset: Full USPTO retrosynthesis dataset with 1.9M reactions from patents (1976-2016). Task: Predict the reactants needed to synthesize the given product. (1) The reactants are: [F:1][C:2]1[CH:3]=[C:4]([C:10]2[N:11]=[C:12]([CH3:29])[C:13]3[CH:18]=[CH:17][N:16]([C:19]4[CH:28]=[CH:27][C:22]([C:23]([O:25]C)=[O:24])=[CH:21][CH:20]=4)[C:14]=3[N:15]=2)[CH:5]=[CH:6][C:7]=1[O:8][CH3:9].[OH-].[Na+].Cl. Given the product [F:1][C:2]1[CH:3]=[C:4]([C:10]2[N:11]=[C:12]([CH3:29])[C:13]3[CH:18]=[CH:17][N:16]([C:19]4[CH:28]=[CH:27][C:22]([C:23]([OH:25])=[O:24])=[CH:21][CH:20]=4)[C:14]=3[N:15]=2)[CH:5]=[CH:6][C:7]=1[O:8][CH3:9], predict the reactants needed to synthesize it. (2) Given the product [CH2:1]([C:2]1[CH:3]=[CH:4][C:5]([O:12][S:32]([C:35]([F:38])([F:37])[F:36])(=[O:34])=[O:33])=[C:6]([CH:11]=1)[C:7]([O:9][CH3:10])=[O:8])[C:13]1[CH:14]=[CH:15][C:16]([O:23][S:32]([C:35]([F:38])([F:37])[F:36])(=[O:34])=[O:33])=[C:17]([CH:22]=1)[C:18]([O:20][CH3:21])=[O:19], predict the reactants needed to synthesize it. The reactants are: [CH2:1]([C:13]1[CH:14]=[CH:15][C:16]([OH:23])=[C:17]([CH:22]=1)[C:18]([O:20][CH3:21])=[O:19])[C:2]1[CH:3]=[CH:4][C:5]([OH:12])=[C:6]([CH:11]=1)[C:7]([O:9][CH3:10])=[O:8].[O-]P([O-])([O-])=O.[K+].[K+].[K+].[S:32](O[S:32]([C:35]([F:38])([F:37])[F:36])(=[O:34])=[O:33])([C:35]([F:38])([F:37])[F:36])(=[O:34])=[O:33]. (3) Given the product [Si:1]([O:8][C@H:9]([C@@:11]1([NH:48][C:49]([N:51]([CH3:53])[CH3:52])=[O:50])[C@:16]([OH:17])([CH3:54])[C@@:15]2([CH2:18][O:19][Si:20]([C:33]([CH3:35])([CH3:34])[CH3:36])([C:27]3[CH:28]=[CH:29][CH:30]=[CH:31][CH:32]=3)[C:21]3[CH:26]=[CH:25][CH:24]=[CH:23][CH:22]=3)[C@H:13]([O:14]2)[C@@H:12]1[NH:37][C:38](=[O:47])[O:39][CH2:40][C:41]1[CH:42]=[CH:43][CH:44]=[CH:45][CH:46]=1)[CH3:10])([C:4]([CH3:5])([CH3:6])[CH3:7])([CH3:3])[CH3:2], predict the reactants needed to synthesize it. The reactants are: [Si:1]([O:8][C@H:9]([C@@:11]1([NH:48][C:49]([N:51]([CH3:53])[CH3:52])=[O:50])[C:16](=[O:17])[C@@:15]2([CH2:18][O:19][Si:20]([C:33]([CH3:36])([CH3:35])[CH3:34])([C:27]3[CH:32]=[CH:31][CH:30]=[CH:29][CH:28]=3)[C:21]3[CH:26]=[CH:25][CH:24]=[CH:23][CH:22]=3)[C@H:13]([O:14]2)[C@@H:12]1[NH:37][C:38](=[O:47])[O:39][CH2:40][C:41]1[CH:46]=[CH:45][CH:44]=[CH:43][CH:42]=1)[CH3:10])([C:4]([CH3:7])([CH3:6])[CH3:5])([CH3:3])[CH3:2].[CH3:54][Mg+].[Br-]. (4) Given the product [Cl:44][C:35]1[C:36]([C:40]([F:43])([F:41])[F:42])=[CH:37][CH:38]=[CH:39][C:34]=1[C:32]([N:29]1[CH2:30][CH2:31][C:22]2[C:21]([N:2]3[N:3]=[CH:4][CH:5]=[N:1]3)=[N:26][C:25]([CH3:27])=[N:24][C:23]=2[CH2:28]1)=[O:33], predict the reactants needed to synthesize it. The reactants are: [NH:1]1[CH:5]=[CH:4][N:3]=[N:2]1.N1C=CC=N1.N1C2C(=NC=CC=2)N(O[C:21]2[C:22]3[CH2:31][CH2:30][N:29]([C:32]([C:34]4[CH:39]=[CH:38][CH:37]=[C:36]([C:40]([F:43])([F:42])[F:41])[C:35]=4[Cl:44])=[O:33])[CH2:28][C:23]=3[N:24]=[C:25]([CH3:27])[N:26]=2)N=1.ClC1C2CCN(C(OC(C)(C)C)=O)CC=2N=CN=1. (5) Given the product [Cl:1][C:2]1[C:3](/[C:8](/[C:10]2[CH:15]=[CH:14][C:13]([O:16][C:17]([F:20])([F:19])[F:18])=[C:12]([F:21])[CH:11]=2)=[N:33]\[S@@:31]([C:28]([CH3:30])([CH3:29])[CH3:27])=[O:32])=[N:4][CH:5]=[CH:6][N:7]=1, predict the reactants needed to synthesize it. The reactants are: [Cl:1][C:2]1[C:3]([C:8]([C:10]2[CH:15]=[CH:14][C:13]([O:16][C:17]([F:20])([F:19])[F:18])=[C:12]([F:21])[CH:11]=2)=O)=[N:4][CH:5]=[CH:6][N:7]=1.C1COCC1.[CH3:27][C:28]([S@:31]([NH2:33])=[O:32])([CH3:30])[CH3:29]. (6) Given the product [Br:30][CH2:5][C:4]1[CH:3]=[C:2]([OH:1])[CH:9]=[CH:8][CH:7]=1, predict the reactants needed to synthesize it. The reactants are: [OH:1][C:2]1[CH:3]=[C:4]([CH:7]=[CH:8][CH:9]=1)[CH2:5]O.C1C=CC(P(C2C=CC=CC=2)C2C=CC=CC=2)=CC=1.C(Br)(Br)(Br)[Br:30]. (7) Given the product [CH3:11][C@@H:12]1[NH:13][CH2:14][CH2:15][N:16]([C:2]2[CH:7]=[CH:6][CH:5]=[CH:4][C:3]=2[N+:8]([O-:10])=[O:9])[CH2:17]1, predict the reactants needed to synthesize it. The reactants are: Br[C:2]1[CH:7]=[CH:6][CH:5]=[CH:4][C:3]=1[N+:8]([O-:10])=[O:9].[CH3:11][C@H:12]1[CH2:17][NH:16][CH2:15][CH2:14][NH:13]1. (8) Given the product [OH:58][C:56]([C:55]([F:60])([F:59])[F:54])=[O:57].[OH:58][C:56]([C:55]([F:60])([F:59])[F:54])=[O:57].[OH:58][C:56]([C:55]([F:60])([F:59])[F:54])=[O:57].[OH:58][C:56]([C:55]([F:60])([F:59])[F:54])=[O:57].[NH2:47][CH2:46][CH2:45][CH2:44][NH:43][CH2:42][CH2:41][CH2:40][CH2:39][NH:38][CH2:37][CH2:36][CH2:35][NH2:34], predict the reactants needed to synthesize it. The reactants are: C[C@H]1[C@](O)(C(CO)=O)[C@]2(C)[C@H]([C@H]3[C@](F)([C@@H](O)C2)[C@]2(C)C(=CC(C=C2)=O)CC3)C1.S([O-])(=O)(=O)C.[NH2:34][CH2:35][CH2:36][CH2:37][NH:38][CH2:39][CH2:40][CH2:41][CH2:42][NH:43][CH2:44][CH2:45][CH2:46][NH2:47].N=C1CCCS1.[F:54][C:55]([F:60])([F:59])[C:56]([OH:58])=[O:57].